This data is from Catalyst prediction with 721,799 reactions and 888 catalyst types from USPTO. The task is: Predict which catalyst facilitates the given reaction. (1) Reactant: Cl.[C:2]([CH:4]([C@H:15]1[CH2:20][CH2:19][C@H:18]([O:21][CH3:22])[CH2:17][CH2:16]1)[CH2:5][CH2:6][CH:7]([OH:14])[CH2:8][CH2:9][CH2:10][CH2:11][CH2:12][CH3:13])#N.[O:23]1CCCOC1. Product: [CH3:22][O:21][C@H:18]1[CH2:19][CH2:20][C@H:15]([CH:4]2[CH2:5][CH2:6][CH:7]([CH2:8][CH2:9][CH2:10][CH2:11][CH2:12][CH3:13])[O:14][C:2]2=[O:23])[CH2:16][CH2:17]1. The catalyst class is: 6. (2) Reactant: Br[C:2]1[CH:3]=[C:4]([NH:14][C:15]2[C:24]3[C:19](=[CH:20][C:21]([F:26])=[CH:22][C:23]=3[F:25])[N:18]=[C:17]([C:27]3[CH:32]=[CH:31][CH:30]=[CH:29][N:28]=3)[C:16]=2[CH3:33])[C:5]([C:8]2[CH2:9][CH2:10][O:11][CH2:12][CH:13]=2)=[N:6][CH:7]=1.C1(P(C2CCCCC2)C2(C(C)C)CC(C(C)C)=CC(C(C)C)=C2C2C=CC=CC=2)CCCCC1.[NH:68]1[CH2:73][CH2:72][O:71][CH2:70][CH2:69]1.CC(C)([O-])C.[Na+]. Product: [O:11]1[CH2:12][CH:13]=[C:8]([C:5]2[C:4]([NH:14][C:15]3[C:24]4[C:19](=[CH:20][C:21]([F:26])=[CH:22][C:23]=4[F:25])[N:18]=[C:17]([C:27]4[CH:32]=[CH:31][CH:30]=[CH:29][N:28]=4)[C:16]=3[CH3:33])=[CH:3][C:2]([N:68]3[CH2:73][CH2:72][O:71][CH2:70][CH2:69]3)=[CH:7][N:6]=2)[CH2:9][CH2:10]1. The catalyst class is: 101. (3) Reactant: [CH3:1][C:2]1[CH:9]=[CH:8][C:5]([CH:6]=O)=[CH:4][N:3]=1.[CH3:10][O:11][C:12]1[CH:13]=[C:14]([CH:16]=[CH:17][CH:18]=1)[NH2:15]. Product: [CH3:10][O:11][C:12]1[CH:13]=[C:14]([CH:16]=[CH:17][CH:18]=1)[N:15]=[CH:6][C:5]1[CH:4]=[N:3][C:2]([CH3:1])=[CH:9][CH:8]=1. The catalyst class is: 8.